Predict the reaction yield, written as a fraction of the theoretical maximum amount of product (1.0 means a 100% yield; for example, 0.34 means a 34% yield). From a dataset of Reaction yield outcomes from USPTO patents with 853,638 reactions. (1) The reactants are [C:1]([O:5][C:6](=[O:12])[NH:7][CH2:8][CH:9]([OH:11])[CH3:10])([CH3:4])([CH3:3])[CH3:2].[N+](=[CH:15][C:16]([O:18][CH2:19][CH3:20])=[O:17])=[N-]. The catalyst is ClC(Cl)C.C([O-])(=O)C.[Rh+3].C([O-])(=O)C.C([O-])(=O)C. The product is [CH2:19]([O:18][C:16](=[O:17])[CH2:15][O:11][CH:9]([CH3:10])[CH2:8][NH:7][C:6]([O:5][C:1]([CH3:2])([CH3:4])[CH3:3])=[O:12])[CH3:20]. The yield is 0.500. (2) The reactants are [F:1][C:2]1[CH:21]=[C:20]([F:22])[CH:19]=[CH:18][C:3]=1[CH2:4][N:5]1[C:13]2[C:8](=[CH:9][C:10]([C:14]([O:16]C)=[O:15])=[CH:11][CH:12]=2)[CH:7]=[CH:6]1.[OH-].[Na+]. The catalyst is CO. The product is [F:1][C:2]1[CH:21]=[C:20]([F:22])[CH:19]=[CH:18][C:3]=1[CH2:4][N:5]1[C:13]2[C:8](=[CH:9][C:10]([C:14]([OH:16])=[O:15])=[CH:11][CH:12]=2)[CH:7]=[CH:6]1. The yield is 0.960. (3) The reactants are [F:1][C:2]1[C:7]([F:8])=[CH:6][CH:5]=[CH:4][C:3]=1[C:9]1[CH2:15][NH:14][C:13](=[O:16])[C@H:12]([NH:17]C(=O)OCC2C=CC=CC=2)[CH2:11][CH:10]=1.[C:36](O[C:36]([O:38][C:39]([CH3:42])([CH3:41])[CH3:40])=[O:37])([O:38][C:39]([CH3:42])([CH3:41])[CH3:40])=[O:37]. The catalyst is [Pd].C1(C)C=CC=CC=1. The product is [F:1][C:2]1[C:7]([F:8])=[CH:6][CH:5]=[CH:4][C:3]=1[C@H:9]1[CH2:15][NH:14][C:13](=[O:16])[C@H:12]([NH:17][C:36](=[O:37])[O:38][C:39]([CH3:40])([CH3:41])[CH3:42])[CH2:11][CH2:10]1. The yield is 0.800.